Task: Predict the reaction yield, written as a fraction of the theoretical maximum amount of product (1.0 means a 100% yield; for example, 0.34 means a 34% yield).. Dataset: Reaction yield outcomes from USPTO patents with 853,638 reactions (1) The reactants are [F:1][C:2]1[CH:25]=[C:24]([N+:26]([O-])=O)[CH:23]=[CH:22][C:3]=1[O:4][C:5]1[CH:10]=[CH:9][N:8]=[C:7]2[CH:11]=[C:12]([C:14]3[N:15]=[CH:16][N:17]([CH2:19][CH2:20][CH3:21])[CH:18]=3)[S:13][C:6]=12.[BH4-].[Na+]. The catalyst is CO.C1COCC1.Cl[Ni]Cl. The product is [F:1][C:2]1[CH:25]=[C:24]([CH:23]=[CH:22][C:3]=1[O:4][C:5]1[CH:10]=[CH:9][N:8]=[C:7]2[CH:11]=[C:12]([C:14]3[N:15]=[CH:16][N:17]([CH2:19][CH2:20][CH3:21])[CH:18]=3)[S:13][C:6]=12)[NH2:26]. The yield is 0.860. (2) The reactants are [Cl:1][C:2]1[C:3]([C:10]([OH:13])([CH3:12])[CH3:11])=[N:4][CH:5]=[C:6]([CH2:8][OH:9])[CH:7]=1. The catalyst is C(Cl)Cl. The product is [Cl:1][C:2]1[CH:7]=[C:6]([CH:8]=[O:9])[CH:5]=[N:4][C:3]=1[C:10]([OH:13])([CH3:12])[CH3:11]. The yield is 0.820. (3) The reactants are [F:1][C:2]1[CH:3]=[C:4]([NH:22]C(=O)C)[CH:5]=[CH:6][C:7]=1[O:8][C:9]1[CH:14]=[CH:13][N:12]=[C:11]([NH:15][C:16]2[CH:21]=[CH:20][CH:19]=[CH:18][CH:17]=2)[N:10]=1.[OH-].[NH4+]. The catalyst is Cl. The product is [NH2:22][C:4]1[CH:5]=[CH:6][C:7]([O:8][C:9]2[CH:14]=[CH:13][N:12]=[C:11]([NH:15][C:16]3[CH:21]=[CH:20][CH:19]=[CH:18][CH:17]=3)[N:10]=2)=[C:2]([F:1])[CH:3]=1. The yield is 0.930. (4) The reactants are [C:1]([O:5][C:6]([NH:8][C@@H:9]([CH2:13][O:14][C:15]1[C:20]([C:21]([F:24])([F:23])[F:22])=[CH:19][CH:18]=[CH:17][C:16]=1[N+:25]([O-])=O)[C:10]([OH:12])=[O:11])=[O:7])([CH3:4])([CH3:3])[CH3:2]. The catalyst is CO.[Pd]. The product is [NH2:25][C:16]1[CH:17]=[CH:18][CH:19]=[C:20]([C:21]([F:22])([F:23])[F:24])[C:15]=1[O:14][CH2:13][C@H:9]([NH:8][C:6]([O:5][C:1]([CH3:4])([CH3:3])[CH3:2])=[O:7])[C:10]([OH:12])=[O:11]. The yield is 0.890. (5) The reactants are Br[CH2:2][C:3]1[C:12]2[C:7](=[CH:8][CH:9]=[CH:10][CH:11]=2)[C:6]([CH:13]=[O:14])=[CH:5][CH:4]=1.[C:15]1(=[O:25])[NH:19][C:18](=[O:20])[C:17]2=[CH:21][CH:22]=[CH:23][CH:24]=[C:16]12.[K]. The catalyst is CN(C=O)C.O. The product is [O:20]=[C:18]1[C:17]2[C:16](=[CH:24][CH:23]=[CH:22][CH:21]=2)[C:15](=[O:25])[N:19]1[CH2:2][C:3]1[C:12]2[C:7](=[CH:8][CH:9]=[CH:10][CH:11]=2)[C:6]([CH:13]=[O:14])=[CH:5][CH:4]=1. The yield is 0.980. (6) The reactants are [Cl:1][C:2]1[C:3]([NH2:9])=[N:4][CH:5]=[C:6]([Cl:8])[CH:7]=1.[C:10]([N:18]=[C:19]=[S:20])(=[O:17])[C:11]1[CH:16]=[CH:15][CH:14]=[CH:13][CH:12]=1. The catalyst is CC(C)=O. The product is [Cl:1][C:2]1[C:3]([NH:9][C:19]([NH:18][C:10](=[O:17])[C:11]2[CH:12]=[CH:13][CH:14]=[CH:15][CH:16]=2)=[S:20])=[N:4][CH:5]=[C:6]([Cl:8])[CH:7]=1. The yield is 0.770. (7) The reactants are [CH3:1][O:2][C:3]1[CH:7]=[C:6]([C:8]([O:10]C)=[O:9])[N:5]([CH3:12])[N:4]=1.[OH-].[Na+].Cl. The catalyst is CO. The product is [CH3:1][O:2][C:3]1[CH:7]=[C:6]([C:8]([OH:10])=[O:9])[N:5]([CH3:12])[N:4]=1. The yield is 0.400. (8) The reactants are [CH3:1][O:2][C:3]1[CH:4]=[C:5]2[C:10](=[CH:11][C:12]=1[O:13][CH3:14])[N:9]=[CH:8][N:7]=[C:6]2[O:15][C:16]1[CH:22]=[CH:21][C:19]([NH2:20])=[CH:18][CH:17]=1.[C:23]1(C)C=CC=CC=1.C(N(CC)CC)C.ClC(Cl)(O[C:41](=[O:47])[O:42][C:43](Cl)(Cl)Cl)Cl.[F:49][C:50]([F:62])([F:61])[O:51][C:52]1[CH:60]=[CH:59][C:55](C(O)C)=[CH:54][CH:53]=1. The catalyst is C(Cl)Cl. The product is [CH3:1][O:2][C:3]1[CH:4]=[C:5]2[C:10](=[CH:11][C:12]=1[O:13][CH3:14])[N:9]=[CH:8][N:7]=[C:6]2[O:15][C:16]1[CH:22]=[CH:21][C:19]([NH:20][C:41](=[O:47])[O:42][CH:43]([C:59]2[CH:55]=[CH:54][CH:53]=[C:52]([O:51][C:50]([F:49])([F:61])[F:62])[CH:60]=2)[CH3:23])=[CH:18][CH:17]=1. The yield is 0.310. (9) The reactants are [F:1][C:2]([F:7])([F:6])[C:3]([OH:5])=[O:4].[F:8][C:9]([F:14])([F:13])[C:10]([OH:12])=[O:11].FC(F)(F)C(O)=O.[Cl:22][C:23]1[CH:24]=[N:25][C:26]2[NH:27][C:28]3[CH:29]=[N:30][CH:31]=[C:32]([CH:54]=3)[CH2:33][CH2:34][C:35]3[CH:43]=[C:39]([NH:40][C:41]=1[N:42]=2)[CH:38]=[CH:37][C:36]=3[NH:44][C:45](=[O:53])[CH2:46][CH:47]1[CH2:52][CH2:51][NH:50][CH2:49][CH2:48]1.[CH:55]([C:58]1[O:62][N:61]=[C:60]([C:63](O)=[O:64])[CH:59]=1)([CH3:57])[CH3:56]. No catalyst specified. The product is [F:1][C:2]([F:7])([F:6])[C:3]([OH:5])=[O:4].[F:8][C:9]([F:14])([F:13])[C:10]([OH:12])=[O:11].[Cl:22][C:23]1[CH:24]=[N:25][C:26]2[NH:27][C:28]3[CH:29]=[N:30][CH:31]=[C:32]([CH:54]=3)[CH2:33][CH2:34][C:35]3[CH:43]=[C:39]([NH:40][C:41]=1[N:42]=2)[CH:38]=[CH:37][C:36]=3[NH:44][C:45](=[O:53])[CH2:46][CH:47]1[CH2:52][CH2:51][N:50]([C:63]([C:60]2[CH:59]=[C:58]([CH:55]([CH3:57])[CH3:56])[O:62][N:61]=2)=[O:64])[CH2:49][CH2:48]1. The yield is 0.180. (10) The reactants are [OH:1][C:2]1[CH:3]=[C:4]([CH:9]=[CH:10][C:11]=1[C:12]1[NH:13][CH:14]=[CH:15][N:16]=1)[C:5]([O:7][CH3:8])=[O:6].Br[CH2:18][CH2:19]Br.C(=O)([O-])[O-].[Cs+].[Cs+]. The catalyst is CN(C=O)C. The product is [N:16]1[CH:15]=[CH:14][N:13]2[C:12]=1[C:11]1[CH:10]=[CH:9][C:4]([C:5]([O:7][CH3:8])=[O:6])=[CH:3][C:2]=1[O:1][CH2:19][CH2:18]2. The yield is 0.800.